Dataset: NCI-60 drug combinations with 297,098 pairs across 59 cell lines. Task: Regression. Given two drug SMILES strings and cell line genomic features, predict the synergy score measuring deviation from expected non-interaction effect. (1) Drug 1: C1=C(C(=O)NC(=O)N1)N(CCCl)CCCl. Drug 2: CC1=C(C(=CC=C1)Cl)NC(=O)C2=CN=C(S2)NC3=CC(=NC(=N3)C)N4CCN(CC4)CCO. Cell line: NCI-H460. Synergy scores: CSS=55.0, Synergy_ZIP=0.868, Synergy_Bliss=4.24, Synergy_Loewe=4.32, Synergy_HSA=5.74. (2) Drug 1: C1=NC2=C(N=C(N=C2N1C3C(C(C(O3)CO)O)O)F)N. Drug 2: N.N.Cl[Pt+2]Cl. Cell line: NCI-H322M. Synergy scores: CSS=4.59, Synergy_ZIP=-1.23, Synergy_Bliss=-2.40, Synergy_Loewe=-0.0997, Synergy_HSA=-3.33. (3) Synergy scores: CSS=39.5, Synergy_ZIP=0.884, Synergy_Bliss=-3.03, Synergy_Loewe=-6.92, Synergy_HSA=-5.69. Drug 1: CCC1(CC2CC(C3=C(CCN(C2)C1)C4=CC=CC=C4N3)(C5=C(C=C6C(=C5)C78CCN9C7C(C=CC9)(C(C(C8N6C)(C(=O)OC)O)OC(=O)C)CC)OC)C(=O)OC)O.OS(=O)(=O)O. Cell line: HOP-62. Drug 2: B(C(CC(C)C)NC(=O)C(CC1=CC=CC=C1)NC(=O)C2=NC=CN=C2)(O)O. (4) Drug 2: C1CCC(C(C1)N)N.C(=O)(C(=O)[O-])[O-].[Pt+4]. Cell line: SNB-75. Synergy scores: CSS=7.00, Synergy_ZIP=-4.80, Synergy_Bliss=-2.47, Synergy_Loewe=-1.48, Synergy_HSA=-0.776. Drug 1: CC1OCC2C(O1)C(C(C(O2)OC3C4COC(=O)C4C(C5=CC6=C(C=C35)OCO6)C7=CC(=C(C(=C7)OC)O)OC)O)O.